Dataset: Catalyst prediction with 721,799 reactions and 888 catalyst types from USPTO. Task: Predict which catalyst facilitates the given reaction. (1) Reactant: [Cl:1][C:2]1[CH:3]=[CH:4][C:5]2[C:14]([CH:15]=1)=[N:13][C:12]([CH3:16])=[C:11]1[C:6]=2[CH:7]=[CH:8][CH:9]=[CH:10]1.[BH4-].[Na+].FC(F)(F)C(O)=O.C(=O)(O)[O-].[Na+].C(OC(=O)[O:35][C:36]1[CH:41]=[CH:40][C:39]([S:42](Cl)(=[O:44])=[O:43])=[CH:38][CH:37]=1)C.[OH-].[Na+]. Product: [Cl:1][C:2]1[CH:3]=[CH:4][C:5]2[C:6]3[C:11]([CH:12]([CH3:16])[N:13]([S:42]([C:39]4[CH:40]=[CH:41][C:36]([OH:35])=[CH:37][CH:38]=4)(=[O:44])=[O:43])[C:14]=2[CH:15]=1)=[CH:10][CH:9]=[CH:8][CH:7]=3. The catalyst class is: 453. (2) Reactant: [CH2:1]([O:5][C:6]([C:8]1[C:9]([OH:19])=[C:10]2[C:17]([CH3:18])=[N:16][S:15][C:11]2=[C:12](Br)[N:13]=1)=[O:7])[CH2:2][CH2:3][CH3:4].[CH3:20][Sn](C)(C)C. Product: [CH2:1]([O:5][C:6]([C:8]1[C:9]([OH:19])=[C:10]2[C:17]([CH3:18])=[N:16][S:15][C:11]2=[C:12]([CH3:20])[N:13]=1)=[O:7])[CH2:2][CH2:3][CH3:4]. The catalyst class is: 233. (3) Reactant: [Br:1][C:2]1[S:3][C:4]([C:15]([O:17]CC)=[O:16])=[C:5]([C:7]2[CH:12]=[CH:11][C:10]([Cl:13])=[CH:9][C:8]=2[Cl:14])[N:6]=1.[OH-].[Na+]. Product: [Br:1][C:2]1[S:3][C:4]([C:15]([OH:17])=[O:16])=[C:5]([C:7]2[CH:12]=[CH:11][C:10]([Cl:13])=[CH:9][C:8]=2[Cl:14])[N:6]=1. The catalyst class is: 20. (4) Reactant: Cl[CH2:2][CH2:3][O:4][C:5]1[CH:10]=[CH:9][C:8](/[C:11](/[C:22]2[CH:27]=[CH:26][C:25]([OH:28])=[CH:24][CH:23]=2)=[C:12](\[C:15]2[CH:16]=[CH:17][C:18]([OH:21])=[N:19][CH:20]=2)/[CH2:13][CH3:14])=[CH:7][CH:6]=1.[CH3:29][NH2:30]. Product: [OH:28][C:25]1[CH:26]=[CH:27][C:22](/[C:11](/[C:8]2[CH:9]=[CH:10][C:5]([O:4][CH2:3][CH2:2][NH:30][CH3:29])=[CH:6][CH:7]=2)=[C:12](/[C:15]2[CH:16]=[CH:17][C:18]([OH:21])=[N:19][CH:20]=2)\[CH2:13][CH3:14])=[CH:23][CH:24]=1. The catalyst class is: 5. (5) Reactant: [Cl:1][C:2]1[N:3]=[C:4](Cl)[C:5]2[N:10]=[C:9]([CH3:11])[S:8][C:6]=2[N:7]=1.[NH:13]1[CH2:18][CH2:17][O:16][CH2:15][CH2:14]1. Product: [Cl:1][C:2]1[N:3]=[C:4]([N:13]2[CH2:18][CH2:17][O:16][CH2:15][CH2:14]2)[C:5]2[N:10]=[C:9]([CH3:11])[S:8][C:6]=2[N:7]=1. The catalyst class is: 5. (6) Reactant: C(OC(=O)[NH:7][CH2:8][C:9]#[C:10][C:11]1[CH:12]=[C:13]2[C:18](=[CH:19][CH:20]=1)[N:17]=[CH:16][N:15]=[C:14]2[NH:21][C:22]1[CH:23]=[C:24]2[C:28](=[CH:29][CH:30]=1)[N:27]([CH2:31][C:32]1[CH:37]=[CH:36][CH:35]=[C:34]([F:38])[CH:33]=1)[N:26]=[CH:25]2)(C)(C)C.C(O)(C(F)(F)F)=O. Product: [NH2:7][CH2:8][C:9]#[C:10][C:11]1[CH:12]=[C:13]2[C:18](=[CH:19][CH:20]=1)[N:17]=[CH:16][N:15]=[C:14]2[NH:21][C:22]1[CH:23]=[C:24]2[C:28](=[CH:29][CH:30]=1)[N:27]([CH2:31][C:32]1[CH:37]=[CH:36][CH:35]=[C:34]([F:38])[CH:33]=1)[N:26]=[CH:25]2. The catalyst class is: 2. (7) Reactant: [NH2:1][C:2]1[CH:7]=[CH:6][CH:5]=[CH:4][C:3]=1[C:8]([C:10]1[CH:15]=[CH:14][CH:13]=[C:12]([O:16][CH3:17])[CH:11]=1)=O.[C:18](#[N:20])[CH3:19].[H-].[Na+].O. The catalyst class is: 17. Product: [CH3:17][O:16][C:12]1[CH:11]=[C:10]([C:8]2[C:3]3[C:2](=[CH:7][CH:6]=[CH:5][CH:4]=3)[N:1]=[C:18]([NH2:20])[CH:19]=2)[CH:15]=[CH:14][CH:13]=1. (8) The catalyst class is: 5. Product: [CH2:3]([N:10]1[CH2:15][CH2:14][CH:13]([OH:16])[C:12]([CH3:18])([CH3:17])[CH2:11]1)[C:4]1[CH:5]=[CH:6][CH:7]=[CH:8][CH:9]=1. Reactant: [BH4-].[Na+].[CH2:3]([N:10]1[CH2:15][CH2:14][C:13](=[O:16])[C:12]([CH3:18])([CH3:17])[CH2:11]1)[C:4]1[CH:9]=[CH:8][CH:7]=[CH:6][CH:5]=1. (9) Reactant: [Cl:1][C:2]1[C:7]([Cl:8])=[C:6]([S:9](=[O:19])(=[O:18])[NH:10][C@@H:11]([CH2:16][CH3:17])[C:12]([F:15])([F:14])[F:13])[CH:5]=[CH:4][C:3]=1[C:20]1[S:24][C:23]([C:25]2[O:29][C:28]([CH2:30][C:31]([CH3:37])([CH3:36])[C:32]([O:34]C)=[O:33])=[N:27][N:26]=2)=[N:22][C:21]=1[C:38]([N:40]1[CH2:45][CH2:44][CH2:43][CH2:42][C@@H:41]1[CH3:46])=[O:39]. Product: [Cl:1][C:2]1[C:7]([Cl:8])=[C:6]([S:9](=[O:19])(=[O:18])[NH:10][C@@H:11]([CH2:16][CH3:17])[C:12]([F:13])([F:14])[F:15])[CH:5]=[CH:4][C:3]=1[C:20]1[S:24][C:23]([C:25]2[O:29][C:28]([CH2:30][C:31]([CH3:37])([CH3:36])[C:32]([OH:34])=[O:33])=[N:27][N:26]=2)=[N:22][C:21]=1[C:38]([N:40]1[CH2:45][CH2:44][CH2:43][CH2:42][C@@H:41]1[CH3:46])=[O:39]. The catalyst class is: 24.